This data is from Reaction yield outcomes from USPTO patents with 853,638 reactions. The task is: Predict the reaction yield, written as a fraction of the theoretical maximum amount of product (1.0 means a 100% yield; for example, 0.34 means a 34% yield). (1) The reactants are [C:1]([CH2:3][N:4]1[C:12]2[CH2:11][C:10]([F:14])([F:13])[CH2:9][CH2:8][C:7]=2[CH:6]=[C:5]1[C:15]([O:17][CH2:18][CH3:19])=[O:16])#[N:2].[BH4-].[Na+]. The catalyst is C(O)C. The product is [NH2:2][CH2:1][CH2:3][N:4]1[C:12]2[CH2:11][C:10]([F:14])([F:13])[CH2:9][CH2:8][C:7]=2[CH:6]=[C:5]1[C:15]([O:17][CH2:18][CH3:19])=[O:16]. The yield is 0.210. (2) The reactants are [C:1]([O:5][C:6]([N:8]([CH3:18])[C@H:9]([C:15]([OH:17])=O)[C:10](=[O:14])[O:11][CH2:12][CH3:13])=[O:7])([CH3:4])([CH3:3])[CH3:2].[CH3:19][C:20]1[O:24][N:23]=[C:22]([CH2:25][NH2:26])[CH:21]=1.CCN=C=NCCCN(C)C.Cl.C1C=CC2N(O)N=NC=2C=1.C(=O)([O-])O.[Na+]. The catalyst is C(Cl)(Cl)Cl.O. The product is [C:1]([O:5][C:6]([N:8]([CH3:18])[C@H:9]([C:15]([NH:26][CH2:25][C:22]1[CH:21]=[C:20]([CH3:19])[O:24][N:23]=1)=[O:17])[C:10](=[O:14])[O:11][CH2:12][CH3:13])=[O:7])([CH3:2])([CH3:3])[CH3:4]. The yield is 0.670. (3) The reactants are [C:1]([C:5]([C:7]1[S:11][C:10]([NH2:12])=[N:9][C:8]=1[C:13]1[O:14][CH:15]=[CH:16][CH:17]=1)=[O:6])([CH3:4])([CH3:3])[CH3:2].[C:18](O)(=[O:25])[C:19]1[CH:24]=[CH:23][N:22]=[CH:21][CH:20]=1.CCN=C=NCCCN(C)C.Cl.O.ON1C2C=CC=CC=2N=N1. The catalyst is CN(C=O)C. The product is [O:14]1[CH:15]=[CH:16][CH:17]=[C:13]1[C:8]1[N:9]=[C:10]([NH:12][C:18]([C:19]2[CH:24]=[CH:23][N:22]=[CH:21][CH:20]=2)=[O:25])[S:11][C:7]=1[C:5](=[O:6])[C:1]([CH3:4])([CH3:2])[CH3:3]. The yield is 0.790. (4) The reactants are [F:1][C:2]1[CH:9]=[CH:8][C:5]([CH:6]=O)=[CH:4][CH:3]=1.[CH3:10][C:11]([CH3:13])=[O:12].[OH-].[Na+].O. The catalyst is C(O)C. The product is [F:1][C:2]1[CH:9]=[CH:8][C:5]([CH:6]=[CH:10][C:11](=[O:12])[CH:13]=[CH:6][C:5]2[CH:8]=[CH:9][C:2]([F:1])=[CH:3][CH:4]=2)=[CH:4][CH:3]=1. The yield is 0.860. (5) The reactants are Br[C:2]1[C:10]2[C:5](=[N:6][CH:7]=[CH:8][C:9]=2[O:11][C:12]2[CH:17]=[CH:16][C:15]([N+:18]([O-:20])=[O:19])=[CH:14][C:13]=2[F:21])[N:4]([CH2:22][O:23][CH2:24][CH2:25][Si:26]([CH3:29])([CH3:28])[CH3:27])[CH:3]=1.[N:30]1[CH:35]=[CH:34][C:33](B(O)O)=[CH:32][CH:31]=1.C(O)C.P([O-])([O-])([O-])=O.[K+].[K+].[K+]. The catalyst is C1(C)C=CC=CC=1.CCOC(C)=O. The product is [F:21][C:13]1[CH:14]=[C:15]([N+:18]([O-:20])=[O:19])[CH:16]=[CH:17][C:12]=1[O:11][C:9]1[CH:8]=[CH:7][N:6]=[C:5]2[N:4]([CH2:22][O:23][CH2:24][CH2:25][Si:26]([CH3:29])([CH3:28])[CH3:27])[CH:3]=[C:2]([C:33]3[CH:34]=[CH:35][N:30]=[CH:31][CH:32]=3)[C:10]=12. The yield is 0.490.